The task is: Predict the reaction yield, written as a fraction of the theoretical maximum amount of product (1.0 means a 100% yield; for example, 0.34 means a 34% yield).. This data is from Reaction yield outcomes from USPTO patents with 853,638 reactions. (1) The reactants are [CH2:1]([O:3][C:4]([C:6]1[N:14]([CH3:15])[C:13]2[CH:12]=[CH:11][N:10]=[CH:9][C:8]=2[C:7]=1[NH2:16])=[O:5])[CH3:2].[Cl:17][C:18]1[CH:23]=[C:22]([CH:24]([CH3:26])[CH3:25])[CH:21]=[CH:20][C:19]=1OS(C(F)(F)F)(=O)=O.CC1(C)C2C(=C(P(C3C=CC=CC=3)C3C=CC=CC=3)C=CC=2)OC2C(P(C3C=CC=CC=3)C3C=CC=CC=3)=CC=CC1=2.[O-]P([O-])([O-])=O.[K+].[K+].[K+]. The catalyst is C1(C)C=CC=CC=1.C1C=CC(/C=C/C(/C=C/C2C=CC=CC=2)=O)=CC=1.C1C=CC(/C=C/C(/C=C/C2C=CC=CC=2)=O)=CC=1.C1C=CC(/C=C/C(/C=C/C2C=CC=CC=2)=O)=CC=1.[Pd].[Pd]. The product is [CH2:1]([O:3][C:4]([C:6]1[N:14]([CH3:15])[C:13]2[CH:12]=[CH:11][N:10]=[CH:9][C:8]=2[C:7]=1[NH:16][C:19]1[CH:20]=[CH:21][C:22]([CH:24]([CH3:26])[CH3:25])=[CH:23][C:18]=1[Cl:17])=[O:5])[CH3:2]. The yield is 0.240. (2) The reactants are [F:1][C:2]([F:21])([F:20])[O:3][C:4]1[CH:9]=[CH:8][C:7]([C:10]2[CH:18]=[CH:17][CH:16]=[C:15]3[C:11]=2[CH2:12][C:13](=[O:19])[NH:14]3)=[CH:6][CH:5]=1.[CH3:22][C:23]1[C:27]([C:28]([N:30]2[CH2:35][CH2:34][N:33]([CH3:36])[CH2:32][CH2:31]2)=[O:29])=[C:26]([CH3:37])[NH:25][C:24]=1[CH:38]=O. The catalyst is C(O)C.N1CCCCC1. The product is [CH3:22][C:23]1[C:27]([C:28]([N:30]2[CH2:31][CH2:32][N:33]([CH3:36])[CH2:34][CH2:35]2)=[O:29])=[C:26]([CH3:37])[NH:25][C:24]=1[CH:38]=[C:12]1[C:11]2[C:15](=[CH:16][CH:17]=[CH:18][C:10]=2[C:7]2[CH:6]=[CH:5][C:4]([O:3][C:2]([F:1])([F:20])[F:21])=[CH:9][CH:8]=2)[NH:14][C:13]1=[O:19]. The yield is 0.610. (3) The reactants are [C:1](Cl)(=O)[C:2]1[C:3]([O:8][CH3:9])=[CH:4][CH:5]=[CH:6][CH:7]=1.[NH2:12][C:13]1[CH:21]=[CH:20][C:19]([F:22])=[CH:18][C:14]=1[C:15]([NH2:17])=[O:16].C(N(CC)CC)C. The catalyst is O1CCCC1. The product is [F:22][C:19]1[CH:18]=[C:14]2[C:13](=[CH:21][CH:20]=1)[N:12]=[C:1]([C:2]1[CH:7]=[CH:6][CH:5]=[CH:4][C:3]=1[O:8][CH3:9])[NH:17][C:15]2=[O:16]. The yield is 0.800. (4) The reactants are C1C2C(OC(=O)[N:16](C)[CH2:17][C:18]([NH:20][C@H:21]3[CH2:37][C@@H:36]4[C@@:24]([CH3:47])([C@@H:25]5[C@@H:33]([CH2:34][CH2:35]4)[C@:32]4([OH:38])[C@@:28]([CH3:46])([C@@H:29]([C:39]6[CH:40]=[CH:41][C:42](=[O:45])[O:43][CH:44]=6)[CH2:30][CH2:31]4)[CH2:27][CH2:26]5)[CH2:23][CH2:22]3)=[O:19])C3C(=CC=CC=3)C=2C=CC=1. The catalyst is C(Cl)Cl.N1CCCCC1. The product is [NH2:16][CH2:17][C:18]([NH:20][C@H:21]1[CH2:37][C@@H:36]2[C@@:24]([CH3:47])([C@@H:25]3[C@@H:33]([CH2:34][CH2:35]2)[C@:32]2([OH:38])[C@@:28]([CH3:46])([C@@H:29]([C:39]4[CH:40]=[CH:41][C:42](=[O:45])[O:43][CH:44]=4)[CH2:30][CH2:31]2)[CH2:27][CH2:26]3)[CH2:23][CH2:22]1)=[O:19]. The yield is 0.340. (5) The reactants are [CH3:1][C:2]([OH:11])([CH2:4][CH2:5][CH2:6][CH:7]([CH3:10])[CH:8]=[CH2:9])[CH3:3].[CH2:12](Br)[CH:13]=[CH2:14].[H-].[Na+]. The catalyst is CN(C=O)C. The product is [CH2:14]([O:11][C:2]([CH3:1])([CH3:3])[CH2:4][CH2:5][CH2:6][CH:7]([CH3:10])[CH:8]=[CH2:9])[CH:13]=[CH2:12]. The yield is 0.400. (6) The reactants are [Br:1][C:2]1[CH:3]=[C:4]([CH2:8][C:9]([OH:11])=O)[CH:5]=[N:6][CH:7]=1.[NH:12]1[CH2:17][CH2:16][O:15][CH2:14][CH2:13]1.C(Cl)CCl.ON1C2C=CC=CC=2N=N1. The catalyst is C(Cl)Cl.CC1(C)C(C2C=NC(C)=C([N+]([O-])=O)C=2)=CCNC1. The product is [Br:1][C:2]1[CH:3]=[C:4]([CH2:8][C:9]([N:12]2[CH2:17][CH2:16][O:15][CH2:14][CH2:13]2)=[O:11])[CH:5]=[N:6][CH:7]=1. The yield is 0.950.